From a dataset of Forward reaction prediction with 1.9M reactions from USPTO patents (1976-2016). Predict the product of the given reaction. (1) Given the reactants C(O[C:6]([C:8]1[C:9]([OH:24])=[C:10]2[C:22]([CH3:23])=[N:21][S:20][C:11]2=[C:12]([C:14]2[CH:19]=[CH:18][CH:17]=[CH:16][N:15]=2)[N:13]=1)=[O:7])CCC.[NH2:25][CH2:26][C:27]([OH:29])=[O:28], predict the reaction product. The product is: [OH:24][C:9]1[C:8]([C:6]([NH:25][CH2:26][C:27]([OH:29])=[O:28])=[O:7])=[N:13][C:12]([C:14]2[CH:19]=[CH:18][CH:17]=[CH:16][N:15]=2)=[C:11]2[S:20][N:21]=[C:22]([CH3:23])[C:10]=12. (2) Given the reactants CCOC(/N=N/C(OCC)=O)=O.[N+:13]([C:16]1[CH:17]=[C:18]([OH:22])[CH:19]=[CH:20][CH:21]=1)([O-:15])=[O:14].[CH3:23][O:24][CH2:25][C@@H:26](O)[CH3:27].C1(P(C2C=CC=CC=2)C2C=CC=CC=2)C=CC=CC=1.C(=O)([O-])O.[Na+], predict the reaction product. The product is: [CH3:23][O:24][CH2:25][C@H:26]([O:22][C:18]1[CH:19]=[CH:20][CH:21]=[C:16]([N+:13]([O-:15])=[O:14])[CH:17]=1)[CH3:27].